Dataset: Full USPTO retrosynthesis dataset with 1.9M reactions from patents (1976-2016). Task: Predict the reactants needed to synthesize the given product. (1) Given the product [CH:24]([N:37]1[CH2:42][CH2:41][CH:40]([NH:43][C:21](=[O:22])[CH2:20][N:3]2[CH2:4][CH2:5][CH2:6][C:7]([C:8]3[CH:9]=[CH:10][CH:11]=[CH:12][CH:13]=3)([C:14]3[CH:15]=[CH:16][CH:17]=[CH:18][CH:19]=3)[C:2]2=[O:1])[CH2:39][CH2:38]1)([C:31]1[CH:36]=[CH:35][CH:34]=[CH:33][CH:32]=1)[C:25]1[CH:26]=[CH:27][CH:28]=[CH:29][CH:30]=1, predict the reactants needed to synthesize it. The reactants are: [O:1]=[C:2]1[C:7]([C:14]2[CH:19]=[CH:18][CH:17]=[CH:16][CH:15]=2)([C:8]2[CH:13]=[CH:12][CH:11]=[CH:10][CH:9]=2)[CH2:6][CH2:5][CH2:4][N:3]1[CH2:20][C:21](O)=[O:22].[CH:24]([N:37]1[CH2:42][CH2:41][CH:40]([NH2:43])[CH2:39][CH2:38]1)([C:31]1[CH:36]=[CH:35][CH:34]=[CH:33][CH:32]=1)[C:25]1[CH:30]=[CH:29][CH:28]=[CH:27][CH:26]=1. (2) The reactants are: [OH:1][C@H:2]([C@H:10]1[O:15][CH2:14][CH2:13][N:12]([C:16]2[CH:21]=[CH:20][C:19](I)=[CH:18][CH:17]=2)[C:11]1=[O:23])[C:3]([O:5][C:6]([CH3:9])([CH3:8])[CH3:7])=[O:4].[CH3:24][S:25]([C:28]1[CH:33]=[CH:32][CH:31]=[CH:30][C:29]=1B(O)O)(=[O:27])=[O:26].S1C=CC=C1B(O)O. Given the product [OH:1][C@H:2]([C@H:10]1[O:15][CH2:14][CH2:13][N:12]([C:16]2[CH:21]=[CH:20][C:19]([C:29]3[CH:30]=[CH:31][CH:32]=[CH:33][C:28]=3[S:25]([CH3:24])(=[O:27])=[O:26])=[CH:18][CH:17]=2)[C:11]1=[O:23])[C:3]([O:5][C:6]([CH3:9])([CH3:8])[CH3:7])=[O:4], predict the reactants needed to synthesize it.